From a dataset of Reaction yield outcomes from USPTO patents with 853,638 reactions. Predict the reaction yield, written as a fraction of the theoretical maximum amount of product (1.0 means a 100% yield; for example, 0.34 means a 34% yield). (1) The reactants are [CH3:1][N:2]1[CH:6]([C:7]([O:9]C)=[O:8])[CH2:5][NH:4][C:3]1=[O:11].[H-].[Na+].I[CH:15]([CH3:17])[CH3:16].[OH-].[Li+].Cl. The catalyst is CN(C)C=O.O. The product is [CH3:1][N:2]1[CH:6]([C:7]([OH:9])=[O:8])[CH2:5][N:4]([CH:15]([CH3:17])[CH3:16])[C:3]1=[O:11]. The yield is 0.270. (2) The reactants are [N+:1]([C:4]1[CH:9]=[CH:8][N:7]=[C:6](NC)[CH:5]=1)([O-:3])=[O:2].[CH3:12]CN(CC)CC.[N:19]([CH:22]([CH:28]([CH3:30])[CH3:29])[C:23]([N:25]=[N+]=[N-])=[O:24])=[N+:20]=[N-:21].C(Cl)CCl.C1C=CC2N(O)N=NC=2C=1. The catalyst is C1COCC1. The product is [N:19]([CH:22]([CH:28]([CH3:30])[CH3:29])[C:23]([NH:25][CH2:12][C:6]1[CH:5]=[C:4]([N+:1]([O-:3])=[O:2])[CH:9]=[CH:8][N:7]=1)=[O:24])=[N+:20]=[N-:21]. The yield is 0.618. (3) The reactants are [Cl:1][C:2]1[CH:3]=[CH:4][C:5]([CH2:8][O:9][C:10]2[CH:15]=[CH:14][N:13]([C:16]3[CH:17]=[N:18][C:19](F)=[CH:20][CH:21]=3)[C:12](=[O:23])[CH:11]=2)=[N:6][CH:7]=1.[CH3:24][N:25]([CH3:31])[C@H:26]1[CH2:30][CH2:29][NH:28][CH2:27]1.C([O-])([O-])=O.[K+].[K+]. The catalyst is CN(C=O)C. The product is [Cl:1][C:2]1[CH:3]=[CH:4][C:5]([CH2:8][O:9][C:10]2[CH:15]=[CH:14][N:13]([C:16]3[CH:17]=[N:18][C:19]([N:28]4[CH2:29][CH2:30][C@H:26]([N:25]([CH3:31])[CH3:24])[CH2:27]4)=[CH:20][CH:21]=3)[C:12](=[O:23])[CH:11]=2)=[N:6][CH:7]=1. The yield is 0.0378. (4) The reactants are [C:1]([N:4]1[C:13]2[C:8](=[CH:9][CH:10]=[CH:11][CH:12]=2)[C@H:7]([NH:14]C(=O)OC(C)(C)C)[C@@H:6]([CH2:22][CH3:23])[C@@H:5]1[CH2:24][CH3:25])(=[O:3])[CH3:2].C(O)(C(F)(F)F)=O. The catalyst is ClCCl. The product is [NH2:14][C@H:7]1[C:8]2[C:13](=[CH:12][CH:11]=[CH:10][CH:9]=2)[N:4]([C:1](=[O:3])[CH3:2])[C@@H:5]([CH2:24][CH3:25])[C@@H:6]1[CH2:22][CH3:23]. The yield is 0.810. (5) The reactants are C(=O)([O-])[O-].[Na+].[Na+].[F:7][C:8]1[C:13]([F:14])=[C:12]([F:15])[CH:11]=[CH:10][C:9]=1[OH:16].[CH2:17](Br)[C:18]1[CH:23]=[CH:22][CH:21]=[CH:20][CH:19]=1. The catalyst is CC(C)=O. The product is [CH2:17]([O:16][C:9]1[CH:10]=[CH:11][C:12]([F:15])=[C:13]([F:14])[C:8]=1[F:7])[C:18]1[CH:23]=[CH:22][CH:21]=[CH:20][CH:19]=1. The yield is 0.907. (6) The reactants are S(OOS([O-])(=O)=O)([O-])(=O)=O.[NH4+].[NH4+].[C:13](#[N:20])[C:14]1[CH:19]=[CH:18][N:17]=[CH:16][CH:15]=1.S(=O)(=O)(O)O.[OH-:26].[NH4+].[CH3:28]O. The catalyst is C(Cl)(Cl)Cl.O. The product is [OH:26][CH2:28][C:16]1[CH:15]=[C:14]([CH:19]=[CH:18][N:17]=1)[C:13]#[N:20]. The yield is 0.280.